This data is from Reaction yield outcomes from USPTO patents with 853,638 reactions. The task is: Predict the reaction yield, written as a fraction of the theoretical maximum amount of product (1.0 means a 100% yield; for example, 0.34 means a 34% yield). (1) The reactants are [C:1]([Si:5]([C:13]1[CH:18]=[CH:17][CH:16]=[CH:15][CH:14]=1)([C:7]1[CH:12]=[CH:11][CH:10]=[CH:9][CH:8]=1)Cl)([CH3:4])([CH3:3])[CH3:2].[CH2:19]([OH:25])[CH2:20][CH2:21][CH2:22][C:23]#[CH:24].N1C=CN=C1. The catalyst is C(Cl)Cl. The product is [Si:5]([O:25][CH2:19][CH2:20][CH2:21][CH2:22][C:23]#[CH:24])([C:1]([CH3:4])([CH3:3])[CH3:2])([C:13]1[CH:18]=[CH:17][CH:16]=[CH:15][CH:14]=1)[C:7]1[CH:12]=[CH:11][CH:10]=[CH:9][CH:8]=1. The yield is 0.960. (2) The reactants are [F:1][C:2]1[CH:7]=[CH:6][CH:5]=[CH:4][C:3]=1[C:8]1[CH:16]=[CH:15][CH:14]=[C:13]2[C:9]=1[CH2:10][C:11](=[O:17])[NH:12]2.[N:18]1([CH2:23][CH2:24][NH:25][C:26]([C:28]2[C:32]([CH3:33])=[C:31]([CH:34]=O)[NH:30][C:29]=2[CH3:36])=[O:27])[CH2:22][CH2:21][CH2:20][CH2:19]1. The catalyst is C(O)C.N1CCCCC1. The product is [N:18]1([CH2:23][CH2:24][NH:25][C:26]([C:28]2[C:32]([CH3:33])=[C:31]([CH:34]=[C:10]3[C:9]4[C:13](=[CH:14][CH:15]=[CH:16][C:8]=4[C:3]4[CH:4]=[CH:5][CH:6]=[CH:7][C:2]=4[F:1])[NH:12][C:11]3=[O:17])[NH:30][C:29]=2[CH3:36])=[O:27])[CH2:22][CH2:21][CH2:20][CH2:19]1. The yield is 0.530.